From a dataset of Forward reaction prediction with 1.9M reactions from USPTO patents (1976-2016). Predict the product of the given reaction. (1) Given the reactants [NH:1]1[CH2:9][CH2:8][NH:7][CH2:6][CH2:5][NH:4][CH2:3][CH2:2]1.[CH:10](=O)[C:11]1[C:12](=[CH:14][CH:15]=[CH:16][CH:17]=1)[OH:13], predict the reaction product. The product is: [OH:13][C:12]1[CH:14]=[CH:15][CH:16]=[CH:17][C:11]=1[CH2:10][N:1]1[CH2:9][CH2:8][N:7]([CH2:10][C:11]2[CH:17]=[CH:16][CH:15]=[CH:14][C:12]=2[OH:13])[CH2:6][CH2:5][N:4]([CH2:10][C:11]2[CH:17]=[CH:16][CH:15]=[CH:14][C:12]=2[OH:13])[CH2:3][CH2:2]1. (2) Given the reactants [K].[C:2]1([CH3:8])C=CC=CC=1.[NH:9]([CH2:13][CH2:14][OH:15])[CH2:10][CH2:11][OH:12].ClCC(OC)=[O:19], predict the reaction product. The product is: [OH:12][CH2:11][CH2:10][N:9]1[CH2:8][CH2:2][O:15][CH2:14][C:13]1=[O:19]. (3) The product is: [Cl:1][C:2]1[CH:3]=[C:4]([C:8]2[O:12][N:11]=[C:10]([C@H:13]3[CH2:17][CH2:16][CH2:15][N:14]3[C:18]3[N:19]([CH3:33])[C:20]([C:23]4[CH:24]=[CH:25][C:26]([C:27]([OH:29])=[O:28])=[CH:31][CH:32]=4)=[N:21][N:22]=3)[CH:9]=2)[CH:5]=[CH:6][CH:7]=1. Given the reactants [Cl:1][C:2]1[CH:3]=[C:4]([C:8]2[O:12][N:11]=[C:10]([C@H:13]3[CH2:17][CH2:16][CH2:15][N:14]3[C:18]3[N:19]([CH3:33])[C:20]([C:23]4[CH:32]=[CH:31][C:26]([C:27]([O:29]C)=[O:28])=[CH:25][CH:24]=4)=[N:21][N:22]=3)[CH:9]=2)[CH:5]=[CH:6][CH:7]=1.[OH-].[Na+].Cl, predict the reaction product. (4) Given the reactants [F:1][C:2]1[CH:3]=[C:4]([CH:7]=[CH:8][C:9]=1[O:10][CH3:11])[CH:5]=O.[CH3:12][C:13]([S@@:16]([NH2:18])=[O:17])([CH3:15])[CH3:14].O, predict the reaction product. The product is: [F:1][C:2]1[CH:3]=[C:4]([CH:7]=[CH:8][C:9]=1[O:10][CH3:11])/[CH:5]=[N:18]/[S@:16]([C:13]([CH3:15])([CH3:14])[CH3:12])=[O:17]. (5) Given the reactants C([O:9][CH2:10][CH2:11][N:12]1[C:20]2[C:19](Cl)=[N:18][CH:17]=[N:16][C:15]=2[CH:14]=[CH:13]1)(=O)C1C=CC=CC=1.[NH2:22][C:23]1[CH:41]=[CH:40][C:26]([O:27][C:28]2[CH:29]=[C:30]3[C:34](=[CH:35][CH:36]=2)[C:33](=[O:37])[NH:32][C:31]3([CH3:39])[CH3:38])=[C:25]([Cl:42])[CH:24]=1.C(=O)([O-])O.[Na+], predict the reaction product. The product is: [Cl:42][C:25]1[CH:24]=[C:23]([NH:22][C:19]2[C:20]3[N:12]([CH2:11][CH2:10][OH:9])[CH:13]=[CH:14][C:15]=3[N:16]=[CH:17][N:18]=2)[CH:41]=[CH:40][C:26]=1[O:27][C:28]1[CH:29]=[C:30]2[C:34](=[CH:35][CH:36]=1)[C:33](=[O:37])[NH:32][C:31]2([CH3:39])[CH3:38]. (6) The product is: [Br:34][C:6]1[C:7]2[C:12](=[CH:11][CH:10]=[CH:9][CH:8]=2)[C:13]([C:15]2[N:20]=[CH:19][C:18]([C:21]3[CH:26]=[CH:25][CH:24]=[CH:23][CH:22]=3)=[CH:17][N:16]=2)=[C:14]2[C:5]=1[CH:4]=[CH:3][CH:2]=[CH:1]2. Given the reactants [CH:1]1[C:14]2[C:5](=[CH:6][C:7]3[C:12]([C:13]=2[C:15]2[N:20]=[CH:19][C:18]([C:21]4[CH:26]=[CH:25][CH:24]=[CH:23][CH:22]=4)=[CH:17][N:16]=2)=[CH:11][CH:10]=[CH:9][CH:8]=3)[CH:4]=[CH:3][CH:2]=1.C1C(=O)N([Br:34])C(=O)C1.O, predict the reaction product.